Dataset: NCI-60 drug combinations with 297,098 pairs across 59 cell lines. Task: Regression. Given two drug SMILES strings and cell line genomic features, predict the synergy score measuring deviation from expected non-interaction effect. (1) Drug 1: CN(C)N=NC1=C(NC=N1)C(=O)N. Drug 2: C1=C(C(=O)NC(=O)N1)N(CCCl)CCCl. Cell line: LOX IMVI. Synergy scores: CSS=57.6, Synergy_ZIP=2.94, Synergy_Bliss=2.33, Synergy_Loewe=6.19, Synergy_HSA=9.43. (2) Drug 1: CC1C(C(CC(O1)OC2CC(CC3=C2C(=C4C(=C3O)C(=O)C5=C(C4=O)C(=CC=C5)OC)O)(C(=O)CO)O)N)O.Cl. Drug 2: C1=CC(=CC=C1CCC2=CNC3=C2C(=O)NC(=N3)N)C(=O)NC(CCC(=O)O)C(=O)O. Cell line: SK-MEL-5. Synergy scores: CSS=23.5, Synergy_ZIP=-7.38, Synergy_Bliss=-5.11, Synergy_Loewe=-2.40, Synergy_HSA=-1.06. (3) Drug 1: CC(C1=C(C=CC(=C1Cl)F)Cl)OC2=C(N=CC(=C2)C3=CN(N=C3)C4CCNCC4)N. Drug 2: CC12CCC3C(C1CCC2O)C(CC4=C3C=CC(=C4)O)CCCCCCCCCS(=O)CCCC(C(F)(F)F)(F)F. Cell line: OVCAR3. Synergy scores: CSS=2.24, Synergy_ZIP=3.00, Synergy_Bliss=3.69, Synergy_Loewe=-0.117, Synergy_HSA=0.355. (4) Drug 1: CC1=CC2C(CCC3(C2CCC3(C(=O)C)OC(=O)C)C)C4(C1=CC(=O)CC4)C. Drug 2: CCN(CC)CCNC(=O)C1=C(NC(=C1C)C=C2C3=C(C=CC(=C3)F)NC2=O)C. Cell line: A498. Synergy scores: CSS=5.09, Synergy_ZIP=-1.77, Synergy_Bliss=1.69, Synergy_Loewe=0.887, Synergy_HSA=0.961.